Task: Predict the product of the given reaction.. Dataset: Forward reaction prediction with 1.9M reactions from USPTO patents (1976-2016) (1) Given the reactants Br[C:2]1[CH:3]=[C:4]([N:8]2[C:16]3[C:11](=[CH:12][C:13]([O:17][C@H:18]([C:28]4[CH:29]=[N:30][C:31]([O:34][CH3:35])=[CH:32][CH:33]=4)[C@@H:19]([NH:21][C:22](=[O:27])[C:23]([F:26])([F:25])[CH3:24])[CH3:20])=[CH:14][CH:15]=3)[CH:10]=[N:9]2)[CH:5]=[CH:6][CH:7]=1.[NH2:36][C:37]1[CH:38]=[N:39][CH:40]=[CH:41][CH:42]=1.F[B-](F)(F)F.C([PH+](C(C)(C)C)C(C)(C)C)(C)(C)C.C1C[O:64][CH2:63]C1, predict the reaction product. The product is: [F:26][C:23]([F:25])([CH3:24])[C:22]([NH:21][C@@H:19]([CH3:20])[C@H:18]([O:17][C:13]1[CH:12]=[C:11]2[C:16](=[CH:15][CH:14]=1)[N:8]([C:4]1[CH:3]=[C:2]([CH:7]=[CH:6][CH:5]=1)[C:63]([NH:36][C:37]1[CH:38]=[N:39][CH:40]=[CH:41][CH:42]=1)=[O:64])[N:9]=[CH:10]2)[C:28]1[CH:29]=[N:30][C:31]([O:34][CH3:35])=[CH:32][CH:33]=1)=[O:27]. (2) Given the reactants [CH3:1][O:2][C:3]1[N:8]=[C:7]([O:9][CH3:10])[C:6]([C:11]2[CH:12]=[C:13]([N:17]3[C:21]4[CH:22]=[CH:23][C:24]([CH:26]([NH:28]C=O)[CH3:27])=[CH:25][C:20]=4[N:19]=[CH:18]3)[CH:14]=[CH:15][CH:16]=2)=[CH:5][N:4]=1.C(OCC)(=O)C.C(=O)([O-])[O-].[Na+].[Na+], predict the reaction product. The product is: [CH3:1][O:2][C:3]1[N:8]=[C:7]([O:9][CH3:10])[C:6]([C:11]2[CH:12]=[C:13]([N:17]3[C:21]4[CH:22]=[CH:23][C:24]([CH:26]([NH2:28])[CH3:27])=[CH:25][C:20]=4[N:19]=[CH:18]3)[CH:14]=[CH:15][CH:16]=2)=[CH:5][N:4]=1. (3) Given the reactants [CH3:1][NH:2][CH2:3][CH2:4][CH2:5][C:6]([OH:8])=[O:7].[C:17](O[C:17]([O:19][C:20]([CH3:23])([CH3:22])[CH3:21])=[O:18])([O:19][C:20]([CH3:23])([CH3:22])[CH3:21])=[O:18].[OH-].[K+], predict the reaction product. The product is: [C:20]([O:19][C:17]([N:2]([CH2:3][CH2:4][CH2:5][C:6]([OH:8])=[O:7])[CH3:1])=[O:18])([CH3:21])([CH3:22])[CH3:23].